Dataset: Reaction yield outcomes from USPTO patents with 853,638 reactions. Task: Predict the reaction yield, written as a fraction of the theoretical maximum amount of product (1.0 means a 100% yield; for example, 0.34 means a 34% yield). (1) The reactants are CO.[H-].[Na+].[F:5][C:6]1[CH:13]=[CH:12][C:9]([CH:10]=O)=[CH:8][CH:7]=1.[CH3:14][CH:15]([CH2:20][C:21]([O:23][CH3:24])=[O:22])[C:16]([O:18]C)=[O:17]. The catalyst is C1(C)C=CC=CC=1. The product is [CH3:24][O:23][C:21](=[O:22])[C:20](=[CH:10][C:9]1[CH:12]=[CH:13][C:6]([F:5])=[CH:7][CH:8]=1)[CH:15]([CH3:14])[C:16]([OH:18])=[O:17]. The yield is 0.330. (2) The reactants are [N+:1]([C:4]1[CH:9]=[CH:8][C:7]([C:10]2([C:13]([O:15][CH3:16])=[O:14])[CH2:12][CH2:11]2)=[CH:6][CH:5]=1)([O-])=O. The catalyst is CO.[Ni]. The product is [NH2:1][C:4]1[CH:5]=[CH:6][C:7]([C:10]2([C:13]([O:15][CH3:16])=[O:14])[CH2:12][CH2:11]2)=[CH:8][CH:9]=1. The yield is 0.660. (3) The reactants are [CH2:1]([O:8][N:9]1[C:15](=[O:16])[N:14]2[CH2:17][C@H:10]1[CH2:11][CH2:12][C@H:13]2[C:18]([OH:20])=O)[C:2]1[CH:7]=[CH:6][CH:5]=[CH:4][CH:3]=1.[NH2:21][O:22][CH2:23][CH2:24][NH:25][S:26]([NH:29][C:30](=[O:36])[O:31][C:32]([CH3:35])([CH3:34])[CH3:33])(=[O:28])=[O:27].ON1C2C=CC=CC=2N=N1.Cl.C(N=C=NCCCN(C)C)C. The catalyst is C(Cl)Cl. The product is [C:32]([O:31][C:30](=[O:36])[NH:29][S:26](=[O:28])(=[O:27])[NH:25][CH2:24][CH2:23][O:22][NH:21][C:18]([C@@H:13]1[CH2:12][CH2:11][C@@H:10]2[CH2:17][N:14]1[C:15](=[O:16])[N:9]2[O:8][CH2:1][C:2]1[CH:3]=[CH:4][CH:5]=[CH:6][CH:7]=1)=[O:20])([CH3:35])([CH3:33])[CH3:34]. The yield is 0.930. (4) The reactants are Cl.[Cl:2][C:3]1[CH:8]=[CH:7][C:6]([C:9]2([CH:13]3[C:22]4[C:17](=[CH:18][CH:19]=[C:20]([O:23][CH2:24][CH2:25][NH:26][S:27]([CH2:30][CH2:31][CH3:32])(=[O:29])=[O:28])[CH:21]=4)[CH2:16][CH2:15][NH:14]3)[CH2:12][CH2:11][CH2:10]2)=[CH:5][CH:4]=1.[N-:33]([C:36]#[N:37])[C:34]#[N:35].[Na+]. The catalyst is C(O)CCC. The product is [Cl:2][C:3]1[CH:8]=[CH:7][C:6]([C:9]2([CH:13]3[C:22]4[C:17](=[CH:18][CH:19]=[C:20]([O:23][CH2:24][CH2:25][NH:26][S:27]([CH2:30][CH2:31][CH3:32])(=[O:28])=[O:29])[CH:21]=4)[CH2:16][CH2:15][N:14]3[C:36](=[NH:37])[NH:33][C:34]#[N:35])[CH2:10][CH2:11][CH2:12]2)=[CH:5][CH:4]=1. The yield is 0.300. (5) The yield is 0.670. The product is [Cl:8][C:6]1[C:5]([NH:9][C:10](=[O:13])[CH2:11][CH3:12])=[C:4]([CH3:14])[CH:3]=[C:2](/[CH:19]=[CH:18]/[CH2:17][O:16][CH3:15])[N:7]=1. The reactants are Br[C:2]1[N:7]=[C:6]([Cl:8])[C:5]([NH:9][C:10](=[O:13])[CH2:11][CH3:12])=[C:4]([CH3:14])[CH:3]=1.[CH3:15][O:16][CH2:17]/[CH:18]=[CH:19]/B1OC(C)(C)C(C)(C)O1.C1(P(C2C=CC=CC=2)C2C=CC=CC=2)C=CC=CC=1.C(=O)([O-])[O-].[K+].[K+].O. The catalyst is COCCOC.[Pd]. (6) The reactants are [CH2:1]([O:8][C:9]1[C:10](=[O:17])[CH:11]=[C:12]([CH2:15][OH:16])[O:13][CH:14]=1)[C:2]1[CH:7]=[CH:6][CH:5]=[CH:4][CH:3]=1.C(N(CC)CC)C.[CH3:25][S:26](Cl)(=[O:28])=[O:27].C(Cl)Cl.CO. The catalyst is ClCCl.CS(Cl)(=O)=O. The product is [CH2:1]([O:8][C:9]1[C:10](=[O:17])[CH:11]=[C:12]([CH2:15][O:16][S:26]([CH3:25])(=[O:28])=[O:27])[O:13][CH:14]=1)[C:2]1[CH:3]=[CH:4][CH:5]=[CH:6][CH:7]=1. The yield is 0.850. (7) The reactants are Cl[C:2]1[CH:3]=[CH:4][C:5]([N+:24]([O-:26])=[O:25])=[C:6]([CH:23]=1)[C:7]([NH:9][C:10]1[CH:14]=[CH:13][N:12]([C:15]2[CH:20]=[CH:19][C:18]([CH3:21])=[C:17]([CH3:22])[CH:16]=2)[N:11]=1)=[O:8].C(=O)([O-])[O-].[K+].[K+].[NH:33]1[CH2:38][CH2:37][CH2:36][CH2:35][CH2:34]1. The catalyst is CN(C)C=O. The product is [CH3:22][C:17]1[CH:16]=[C:15]([N:12]2[CH:13]=[CH:14][C:10]([NH:9][C:7](=[O:8])[C:6]3[CH:23]=[C:2]([N:33]4[CH2:38][CH2:37][CH2:36][CH2:35][CH2:34]4)[CH:3]=[CH:4][C:5]=3[N+:24]([O-:26])=[O:25])=[N:11]2)[CH:20]=[CH:19][C:18]=1[CH3:21]. The yield is 0.880. (8) The reactants are [F:1][C:2]1[C:7]2[N:8]=[N:9][S:10][C:6]=2[CH:5]=[C:4]2[NH:11][C:12](=[O:22])[N:13]([C:14]3[CH:19]=[CH:18][C:17]([I:20])=[CH:16][C:15]=3[F:21])[C:3]=12.C(N(CC)CC)C.[CH:30]1([S:33](Cl)(=[O:35])=[O:34])[CH2:32][CH2:31]1. The catalyst is C(Cl)Cl.CN(C1C=CN=CC=1)C. The product is [CH:30]1([S:33]([N:11]2[C:4]3=[CH:5][C:6]4[S:10][N:9]=[N:8][C:7]=4[C:2]([F:1])=[C:3]3[N:13]([C:14]3[CH:19]=[CH:18][C:17]([I:20])=[CH:16][C:15]=3[F:21])[C:12]2=[O:22])(=[O:35])=[O:34])[CH2:32][CH2:31]1. The yield is 1.00. (9) The reactants are [H-].C([Al+]CC(C)C)C(C)C.CCCCCC.[CH:17]1([CH:22]=[CH:23][CH:24]([CH3:31])[CH2:25][C:26](OCC)=[O:27])[CH2:21][CH2:20][CH2:19][CH2:18]1. The catalyst is C(O)C. The product is [CH:17]1([CH:22]=[CH:23][CH:24]([CH3:31])[CH2:25][CH:26]=[O:27])[CH2:21][CH2:20][CH2:19][CH2:18]1. The yield is 0.690.